From a dataset of Peptide-MHC class II binding affinity with 134,281 pairs from IEDB. Regression. Given a peptide amino acid sequence and an MHC pseudo amino acid sequence, predict their binding affinity value. This is MHC class II binding data. (1) The peptide sequence is QLSALWARFPLPVIP. The MHC is DRB1_0301 with pseudo-sequence DRB1_0301. The binding affinity (normalized) is 0.113. (2) The peptide sequence is GNQAANVEATSYALL. The MHC is DRB1_0301 with pseudo-sequence DRB1_0301. The binding affinity (normalized) is 0.344. (3) The MHC is DRB5_0101 with pseudo-sequence DRB5_0101. The peptide sequence is VKLVDANGKLHDKKS. The binding affinity (normalized) is 0.651. (4) The peptide sequence is ALREKVLGLPAIKAW. The MHC is HLA-DQA10102-DQB10502 with pseudo-sequence HLA-DQA10102-DQB10502. The binding affinity (normalized) is 0.106.